From a dataset of Full USPTO retrosynthesis dataset with 1.9M reactions from patents (1976-2016). Predict the reactants needed to synthesize the given product. Given the product [CH2:1]([C@@H:8]1[CH2:12][O:11][C:10](=[O:13])[N:9]1[C:21](=[O:30])[CH2:22][CH2:23][C:24]1[CH:29]=[CH:28][CH:27]=[CH:26][CH:25]=1)[C:2]1[CH:3]=[CH:4][CH:5]=[CH:6][CH:7]=1, predict the reactants needed to synthesize it. The reactants are: [CH2:1]([C@@H:8]1[CH2:12][O:11][C:10](=[O:13])[NH:9]1)[C:2]1[CH:7]=[CH:6][CH:5]=[CH:4][CH:3]=1.C(N(CC)CC)C.[C:21](Cl)(=[O:30])[CH2:22][CH2:23][C:24]1[CH:29]=[CH:28][CH:27]=[CH:26][CH:25]=1.